This data is from Forward reaction prediction with 1.9M reactions from USPTO patents (1976-2016). The task is: Predict the product of the given reaction. Given the reactants [C:1]([N:8]1[CH2:12][CH:11]=[CH:10][CH2:9]1)([O:3][C:4]([CH3:7])([CH3:6])[CH3:5])=[O:2].ClC1C=CC=C(C(OO)=[O:21])C=1, predict the reaction product. The product is: [C:1]([N+:8]1([O-:21])[CH2:9][CH:10]=[CH:11][CH2:12]1)([O:3][C:4]([CH3:7])([CH3:6])[CH3:5])=[O:2].